From a dataset of Peptide-MHC class II binding affinity with 134,281 pairs from IEDB. Regression. Given a peptide amino acid sequence and an MHC pseudo amino acid sequence, predict their binding affinity value. This is MHC class II binding data. (1) The peptide sequence is GELQIVDKIDAASKI. The MHC is DRB1_1302 with pseudo-sequence DRB1_1302. The binding affinity (normalized) is 0.898. (2) The peptide sequence is INELTAAAIAYGLDR. The MHC is HLA-DQA10401-DQB10402 with pseudo-sequence HLA-DQA10401-DQB10402. The binding affinity (normalized) is 0.583. (3) The MHC is HLA-DQA10401-DQB10402 with pseudo-sequence HLA-DQA10401-DQB10402. The binding affinity (normalized) is 0.410. The peptide sequence is LSQLQTYMIQFDQYI. (4) The peptide sequence is GLCAFLATRIFGRRS. The MHC is HLA-DQA10501-DQB10303 with pseudo-sequence HLA-DQA10501-DQB10303. The binding affinity (normalized) is 0.368.